Dataset: Forward reaction prediction with 1.9M reactions from USPTO patents (1976-2016). Task: Predict the product of the given reaction. Given the reactants [OH:1][CH:2]([CH2:18][N:19]1[CH2:24][CH2:23][N:22]([CH3:25])[CH2:21][CH2:20]1)[CH2:3][O:4][C:5]1[CH:14]=[C:13]2[C:8]([C:9](=[O:15])[NH:10][CH:11]=[N:12]2)=[CH:7][C:6]=1[O:16][CH3:17].[C:26](OC(=O)C)(=[O:28])[CH3:27].O, predict the reaction product. The product is: [C:26]([O:1][CH:2]([CH2:18][N:19]1[CH2:20][CH2:21][N:22]([CH3:25])[CH2:23][CH2:24]1)[CH2:3][O:4][C:5]1[CH:14]=[C:13]2[C:8]([C:9](=[O:15])[NH:10][CH:11]=[N:12]2)=[CH:7][C:6]=1[O:16][CH3:17])(=[O:28])[CH3:27].